This data is from Full USPTO retrosynthesis dataset with 1.9M reactions from patents (1976-2016). The task is: Predict the reactants needed to synthesize the given product. (1) Given the product [CH3:8][C:7]1[CH:6]=[C:5]2[C:4](=[CH:3][C:2]=1[CH3:1])[NH:9][C:10](=[O:19])[CH:11]=[CH:12]2, predict the reactants needed to synthesize it. The reactants are: [CH3:1][C:2]1[CH:3]=[C:4]([NH:9][C:10](=[O:19])/[CH:11]=[CH:12]/C2C=CC=CC=2)[CH:5]=[CH:6][C:7]=1[CH3:8].[Al+3].[Cl-].[Cl-].[Cl-].ClC1C=C2C(=CC=1Cl)N(CC(O)=O)C(=O)C=C2. (2) Given the product [Br:23][C:5]1[C:6]([C:8]([N:10]([O:12][CH3:13])[CH3:11])=[O:9])=[N:7][C:2]([Cl:1])=[N:3][C:4]=1[NH:14][CH3:15], predict the reactants needed to synthesize it. The reactants are: [Cl:1][C:2]1[N:7]=[C:6]([C:8]([N:10]([O:12][CH3:13])[CH3:11])=[O:9])[CH:5]=[C:4]([NH:14][CH3:15])[N:3]=1.C1C(=O)N([Br:23])C(=O)C1. (3) The reactants are: [CH3:1][C:2]1[CH:11]=[CH:10][C:9]2[N:8]=[CH:7][C:6]3[NH:12][C:13](=[O:26])[N:14]([C:15]4[CH:20]=[CH:19][C:18]([C:21]([CH3:25])([CH3:24])[C:22]#[N:23])=[CH:17][CH:16]=4)[C:5]=3[C:4]=2[CH:3]=1.C(N(CC)CC)C.[CH3:34][C:35]1[CH:36]=[C:37]([S:41](Cl)(=[O:43])=[O:42])[CH:38]=[CH:39][CH:40]=1.O. Given the product [CH3:25][C:21]([C:18]1[CH:17]=[CH:16][C:15]([N:14]2[C:5]3[C:4]4[CH:3]=[C:2]([CH3:1])[CH:11]=[CH:10][C:9]=4[N:8]=[CH:7][C:6]=3[N:12]([S:41]([C:37]3[CH:36]=[C:35]([CH3:34])[CH:40]=[CH:39][CH:38]=3)(=[O:43])=[O:42])[C:13]2=[O:26])=[CH:20][CH:19]=1)([CH3:24])[C:22]#[N:23], predict the reactants needed to synthesize it. (4) Given the product [NH3:5].[Br:18][C:16]1[CH:15]=[CH:14][N:13]([CH2:9][C:4]2[C:3]([O:2][CH3:1])=[CH:8][CH:7]=[CH:6][N:5]=2)[C:12](=[O:11])[CH:17]=1, predict the reactants needed to synthesize it. The reactants are: [CH3:1][O:2][C:3]1[C:4]([CH2:9]O)=[N:5][CH:6]=[CH:7][CH:8]=1.[OH:11][C:12]1[CH:17]=[C:16]([Br:18])[CH:15]=[CH:14][N:13]=1.C1(P(C2C=CC=CC=2)C2C=CC=CC=2)C=CC=CC=1.N(C(OCC)=O)=NC(OCC)=O.C(=O)([O-])O.[Na+]. (5) Given the product [S:3]1[C:4]2[CH:10]=[CH:9][CH:8]=[CH:7][C:5]=2[N:6]=[C:2]1[NH:1][C:16]([C:12]1[O:11][CH:15]=[CH:14][CH:13]=1)=[O:17], predict the reactants needed to synthesize it. The reactants are: [NH2:1][C:2]1[S:3][C:4]2[CH:10]=[CH:9][CH:8]=[CH:7][C:5]=2[N:6]=1.[O:11]1[CH:15]=[CH:14][CH:13]=[C:12]1[C:16](Cl)=[O:17]. (6) Given the product [Br:67][CH2:68][C:69]([NH:15][CH:13]1[CH2:14][N:11]([C:9]([C:4]2[CH:5]=[CH:6][C:7]([F:8])=[C:2]([F:1])[C:3]=2[NH:16][C:17]2[CH:22]=[CH:21][C:20]([I:23])=[CH:19][C:18]=2[F:24])=[O:10])[CH2:12]1)=[O:70], predict the reactants needed to synthesize it. The reactants are: [F:1][C:2]1[C:3]([NH:16][C:17]2[CH:22]=[CH:21][C:20]([I:23])=[CH:19][C:18]=2[F:24])=[C:4]([C:9]([N:11]2[CH2:14][CH:13]([NH2:15])[CH2:12]2)=[O:10])[CH:5]=[CH:6][C:7]=1[F:8].C1CN([P+](ON2N=NC3C=CC=CC2=3)(N2CCCC2)N2CCCC2)CC1.F[P-](F)(F)(F)(F)F.C(N(CC)C(C)C)(C)C.[Br:67][CH2:68][C:69](O)=[O:70]. (7) Given the product [F:8][C:6]1[CH:5]=[C:4]2[C:3](=[C:2]([F:1])[CH:7]=1)[NH:9][C:10](=[O:19])[CH:11]=[CH:12]2, predict the reactants needed to synthesize it. The reactants are: [F:1][C:2]1[CH:7]=[C:6]([F:8])[CH:5]=[CH:4][C:3]=1[NH:9][C:10](=[O:19])[CH:11]=[CH:12]C1C=CC=CC=1.[Cl-].[Cl-].[Cl-].[Al+3]. (8) Given the product [C:1]([O:5][C:6](=[O:29])[C:7]([O:10]/[N:11]=[C:12](/[C:16]1[N:17]=[C:18]([NH:21][C:22]([O:24][C:25]([CH3:28])([CH3:27])[CH3:26])=[O:23])[S:19][CH:20]=1)\[C:13]([NH:31][C@@H:32]1[C:39](=[O:40])[N:38]2[C@@H:33]1[S:34][CH2:35][C:36]([CH2:57][Cl:58])=[C:37]2[C:41]([O:43][CH:44]([C:45]1[CH:50]=[CH:49][CH:48]=[CH:47][CH:46]=1)[C:51]1[CH:56]=[CH:55][CH:54]=[CH:53][CH:52]=1)=[O:42])=[O:14])([CH3:9])[CH3:8])([CH3:2])([CH3:3])[CH3:4], predict the reactants needed to synthesize it. The reactants are: [C:1]([O:5][C:6](=[O:29])[C:7]([O:10]/[N:11]=[C:12](/[C:16]1[N:17]=[C:18]([NH:21][C:22]([O:24][C:25]([CH3:28])([CH3:27])[CH3:26])=[O:23])[S:19][CH:20]=1)\[C:13](O)=[O:14])([CH3:9])[CH3:8])([CH3:4])([CH3:3])[CH3:2].Cl.[NH2:31][C@@H:32]1[C:39](=[O:40])[N:38]2[C@@H:33]1[S:34][CH2:35][C:36]([CH2:57][Cl:58])=[C:37]2[C:41]([O:43][CH:44]([C:51]1[CH:56]=[CH:55][CH:54]=[CH:53][CH:52]=1)[C:45]1[CH:50]=[CH:49][CH:48]=[CH:47][CH:46]=1)=[O:42].P(Cl)(Cl)(=O)OC1C=CC=CC=1.CN1CCOCC1. (9) Given the product [CH2:1]([N:3]([CH2:31][C:32]1[CH:37]=[CH:36][C:35]([O:38][CH2:42][CH2:43][N:45]([CH:47]([CH3:49])[CH3:48])[CH3:46])=[C:34]([F:39])[CH:33]=1)[C:4]1[CH:9]=[C:8]([O:10][CH3:11])[C:7]([O:12][CH3:13])=[CH:6][C:5]=1[CH:14]1[CH2:23][CH2:22][C:17]2[CH:18]=[C:19]([OH:24])[CH:20]=[CH:21][C:16]=2[CH2:15]1)[CH3:2], predict the reactants needed to synthesize it. The reactants are: [CH2:1]([N:3]([C:31](=O)[C:32]1[CH:37]=[CH:36][C:35]([OH:38])=[C:34]([F:39])[CH:33]=1)[C:4]1[CH:9]=[C:8]([O:10][CH3:11])[C:7]([O:12][CH3:13])=[CH:6][C:5]=1[CH:14]1[CH2:23][CH2:22][C:21]2[CH:20]=[C:19]([O:24]C(=O)C(C)(C)C)[CH:18]=[CH:17][C:16]=2[CH2:15]1)[CH3:2].Cl[CH2:42][C:43]([N:45]([CH:47]([CH3:49])[CH3:48])[CH3:46])=O.